Dataset: Forward reaction prediction with 1.9M reactions from USPTO patents (1976-2016). Task: Predict the product of the given reaction. Given the reactants [F:1][C:2]1[CH:10]=[CH:9][CH:8]=[C:7]([N+:11]([O-:13])=[O:12])[C:3]=1[C:4]([OH:6])=[O:5].CO.[N+](=[CH2:18])=[N-], predict the reaction product. The product is: [CH3:18][O:5][C:4](=[O:6])[C:3]1[C:7]([N+:11]([O-:13])=[O:12])=[CH:8][CH:9]=[CH:10][C:2]=1[F:1].